This data is from M1 muscarinic receptor agonist screen with 61,833 compounds. The task is: Binary Classification. Given a drug SMILES string, predict its activity (active/inactive) in a high-throughput screening assay against a specified biological target. (1) The molecule is s1c(C(=O)NCC(=O)n2nc(cc2C)C)ccc1. The result is 0 (inactive). (2) The compound is s1c(C2NC(C3C2C(=O)N(C3=O)c2ccc(F)cc2)(C)C(OC)=O)ccc1. The result is 0 (inactive). (3) The molecule is s1c(C(=O)Nc2c(cccc2)C(OCC)=O)ccc1. The result is 0 (inactive). (4) The drug is s1c2c(CCCC2)c2c1ncn1nc(nc21)c1occc1. The result is 0 (inactive). (5) The drug is S(=O)(=O)(N1CCC(CC1)C(=O)NCc1c(OC)cccc1)c1c2ncccc2ccc1. The result is 0 (inactive). (6) The molecule is O=C1C2(CN3CC1(CN(C2)C3c1c(O)c2c(cc1)cccc2)C)C. The result is 0 (inactive). (7) The molecule is O=C(Nc1c(NC(=O)CCC)cccc1)C1CCCCC1. The result is 0 (inactive). (8) The molecule is S(c1n(CCOC)cnn1)CC(=O)Nc1c(C(=O)Nc2cc3OCOc3cc2)cccc1. The result is 0 (inactive). (9) The drug is S(c1nc(N(C(C(=O)N(CC)CC)C)C#N)nc(N(C)C)n1)C. The result is 0 (inactive). (10) The drug is O=c1nc([nH]c(c1CCCCC)C)Nc1ccccc1. The result is 0 (inactive).